Dataset: Full USPTO retrosynthesis dataset with 1.9M reactions from patents (1976-2016). Task: Predict the reactants needed to synthesize the given product. (1) Given the product [CH2:15]([O:14][C:2]1[N:9]=[C:8]([CH3:10])[C:7]([N+:11]([O-:13])=[O:12])=[CH:6][C:3]=1[C:4]#[N:5])[CH3:16], predict the reactants needed to synthesize it. The reactants are: Cl[C:2]1[N:9]=[C:8]([CH3:10])[C:7]([N+:11]([O-:13])=[O:12])=[CH:6][C:3]=1[C:4]#[N:5].[O-:14][CH2:15][CH3:16].[Na+]. (2) Given the product [NH2:9][C:19]1[C:18]([N+:21]([O-:23])=[O:22])=[C:14]([CH:13]=[C:12]([Cl:11])[CH:20]=1)[C:15]([OH:17])=[O:16], predict the reactants needed to synthesize it. The reactants are: CC(C)([O-])C.[K+].Cl.C[NH:9]O.[Cl:11][C:12]1[CH:13]=[C:14]([C:18]([N+:21]([O-:23])=[O:22])=[CH:19][CH:20]=1)[C:15]([OH:17])=[O:16].